From a dataset of Full USPTO retrosynthesis dataset with 1.9M reactions from patents (1976-2016). Predict the reactants needed to synthesize the given product. (1) Given the product [CH2:2]([O:9][C:10](=[O:15])[CH2:11][N:12]([CH2:29][C:28]([O:27][C:23]([CH3:26])([CH3:25])[CH3:24])=[O:31])[CH2:13][CH3:14])[C:3]1[CH:8]=[CH:7][CH:6]=[CH:5][CH:4]=1, predict the reactants needed to synthesize it. The reactants are: Cl.[CH2:2]([O:9][C:10](=[O:15])[CH2:11][NH:12][CH2:13][CH3:14])[C:3]1[CH:8]=[CH:7][CH:6]=[CH:5][CH:4]=1.C(N(CC)CC)C.[C:23]([O:27][C:28](=[O:31])[CH2:29]Br)([CH3:26])([CH3:25])[CH3:24]. (2) Given the product [ClH:42].[CH3:1][O:2][CH2:3][CH2:4][NH:5][CH2:6][C:7]1[CH:36]=[CH:35][C:10]([C:11]([NH:13][C:14]2[CH:19]=[CH:18][CH:17]=[C:16]([C:20]3[N:25]4[N:26]=[C:27]([C:29]5[CH:30]=[CH:31][N:32]=[CH:33][CH:34]=5)[CH:28]=[C:24]4[N:23]=[CH:22][CH:21]=3)[CH:15]=2)=[O:12])=[CH:9][C:8]=1[C:37]([F:40])([F:38])[F:39], predict the reactants needed to synthesize it. The reactants are: [CH3:1][O:2][CH2:3][CH2:4][NH:5][CH2:6][C:7]1[CH:36]=[CH:35][C:10]([C:11]([NH:13][C:14]2[CH:19]=[CH:18][CH:17]=[C:16]([C:20]3[N:25]4[N:26]=[C:27]([C:29]5[CH:34]=[CH:33][N:32]=[CH:31][CH:30]=5)[CH:28]=[C:24]4[N:23]=[CH:22][CH:21]=3)[CH:15]=2)=[O:12])=[CH:9][C:8]=1[C:37]([F:40])([F:39])[F:38].C(Cl)(Cl)[Cl:42].CO. (3) Given the product [C:12]([NH:11][CH2:10][CH2:9][C:8]([C:5]1[CH:6]=[CH:7][C:2]([NH:1][C:40](=[O:41])[C:39]2[CH:43]=[CH:44][C:45]([O:46][CH3:47])=[C:37]([O:36][CH3:35])[CH:38]=2)=[CH:3][C:4]=1[C:25]1[CH:24]=[N:23][CH:22]=[CH:21][CH:26]=1)([CH3:16])[CH3:15])(=[O:14])[CH3:13], predict the reactants needed to synthesize it. The reactants are: [NH2:1][C:2]1[CH:7]=[CH:6][C:5]([C:8]([CH3:16])([CH3:15])[CH2:9][CH2:10][NH:11][C:12](=[O:14])[CH3:13])=[C:4](Br)[CH:3]=1.C(B(CC)[C:21]1[CH:22]=[N:23][CH:24]=[CH:25][CH:26]=1)C.C([O-])([O-])=O.[K+].[K+].[CH3:35][O:36][C:37]1[CH:38]=[C:39]([CH:43]=[CH:44][C:45]=1[O:46][CH3:47])[C:40](Cl)=[O:41]. (4) Given the product [NH:11]1[C:15]2[CH:16]=[CH:17][C:18]([C:20]([N:22]3[CH2:29][CH2:28][C@:27]4([CH3:32])[C@H:30]([CH3:31])[C@H:23]3[CH2:24][C:25]3[CH:36]=[CH:35][C:34]([C:37]5[N:38]=[CH:1][O:40][N:39]=5)=[CH:33][C:26]=34)=[O:21])=[CH:19][C:14]=2[N:13]=[CH:12]1, predict the reactants needed to synthesize it. The reactants are: [CH:1](OCC)(OCC)OCC.[NH:11]1[C:15]2[CH:16]=[CH:17][C:18]([C:20]([N:22]3[CH2:29][CH2:28][C@:27]4([CH3:32])[C@H:30]([CH3:31])[C@H:23]3[CH2:24][C:25]3[CH:36]=[CH:35][C:34]([C:37]([NH:39][OH:40])=[NH:38])=[CH:33][C:26]=34)=[O:21])=[CH:19][C:14]=2[N:13]=[CH:12]1. (5) Given the product [O:1]1[CH2:4][CH:3]([C:5]2[CH:6]=[C:7]([CH2:11][CH2:12][O:13][S:26]([C:23]3[CH:24]=[CH:25][C:20]([CH3:30])=[CH:21][CH:22]=3)(=[O:28])=[O:27])[CH:8]=[CH:9][CH:10]=2)[CH2:2]1, predict the reactants needed to synthesize it. The reactants are: [O:1]1[CH2:4][CH:3]([C:5]2[CH:6]=[C:7]([CH2:11][CH2:12][OH:13])[CH:8]=[CH:9][CH:10]=2)[CH2:2]1.N1C=CC=CC=1.[C:20]1([CH3:30])[CH:25]=[CH:24][C:23]([S:26](Cl)(=[O:28])=[O:27])=[CH:22][CH:21]=1.